This data is from Reaction yield outcomes from USPTO patents with 853,638 reactions. The task is: Predict the reaction yield, written as a fraction of the theoretical maximum amount of product (1.0 means a 100% yield; for example, 0.34 means a 34% yield). The reactants are [CH3:1][O-].[Na+].[N+:4]([C:7]1[CH:17]=[CH:16][C:10]2[N:11]=[C:12]([C:14]#[N:15])[S:13][C:9]=2[CH:8]=1)([O-:6])=[O:5]. The catalyst is CO.C(Cl)Cl. The product is [CH3:1][C:16]1[C:10]2[N:11]=[C:12]([C:14]#[N:15])[S:13][C:9]=2[CH:8]=[C:7]([N+:4]([O-:6])=[O:5])[CH:17]=1. The yield is 0.740.